From a dataset of Catalyst prediction with 721,799 reactions and 888 catalyst types from USPTO. Predict which catalyst facilitates the given reaction. Reactant: [Br:1][C:2]1[CH:3]=[C:4]([CH2:10][CH2:11][C:12]([O:14]CC)=[O:13])[CH:5]=[CH:6][C:7]=1[O:8][CH3:9].[OH-].[K+].CO. Product: [Br:1][C:2]1[CH:3]=[C:4]([CH2:10][CH2:11][C:12]([OH:14])=[O:13])[CH:5]=[CH:6][C:7]=1[O:8][CH3:9]. The catalyst class is: 6.